This data is from Peptide-MHC class II binding affinity with 134,281 pairs from IEDB. The task is: Regression. Given a peptide amino acid sequence and an MHC pseudo amino acid sequence, predict their binding affinity value. This is MHC class II binding data. (1) The peptide sequence is KRHRKVLRDNIQGIT. The MHC is H-2-IAd with pseudo-sequence H-2-IAd. The binding affinity (normalized) is 0. (2) The peptide sequence is GLEWNDNTVRVSETL. The MHC is DRB1_1101 with pseudo-sequence DRB1_1101. The binding affinity (normalized) is 0.473. (3) The peptide sequence is SQVHIRRPGGAGRDG. The MHC is HLA-DPA10103-DPB10401 with pseudo-sequence HLA-DPA10103-DPB10401. The binding affinity (normalized) is 0.0304. (4) The peptide sequence is RPGGAGRDGGQLRIP. The MHC is DRB1_0901 with pseudo-sequence DRB1_0901. The binding affinity (normalized) is 0. (5) The peptide sequence is YDKFLANVSTVLGGK. The MHC is DRB1_1602 with pseudo-sequence DRB1_1602. The binding affinity (normalized) is 0.840. (6) The peptide sequence is YDKFLANVSTVLFGK. The MHC is DRB3_0202 with pseudo-sequence DRB3_0202. The binding affinity (normalized) is 1.00.